Dataset: Reaction yield outcomes from USPTO patents with 853,638 reactions. Task: Predict the reaction yield, written as a fraction of the theoretical maximum amount of product (1.0 means a 100% yield; for example, 0.34 means a 34% yield). (1) The reactants are C[O:2][C:3]1[CH:8]=[CH:7][CH:6]=[C:5](OC2C=CC=CC=2)[C:4]=1[C:16]([C:18]1[C:23]([O:24]C2C=CC=CC=2)=[CH:22][CH:21]=[CH:20][C:19]=1[O:31]C)=O.[Al+3].[Cl-].[Cl-].[Cl-].Cl. The catalyst is C1(C)C=CC=CC=1. The product is [C:19]1([OH:31])[C:18]2[C:16]3([C:4]4[C:3]([OH:2])=[CH:8][CH:7]=[CH:6][C:5]=4[O:2][C:3]4[C:4]3=[CH:5][CH:6]=[CH:7][CH:8]=4)[C:19]3[C:20](=[CH:21][CH:22]=[CH:23][CH:18]=3)[O:24][C:23]=2[CH:22]=[CH:21][CH:20]=1. The yield is 0.720. (2) The reactants are [ClH:1].Cl.[CH2:3]([N:10]1[CH2:15][CH2:14][NH:13][CH2:12][CH2:11]1)[C:4]1[CH:9]=[CH:8][CH:7]=[CH:6][CH:5]=1.[Cl:16][CH2:17][C:18]([C:20]1[CH:25]=[CH:24][CH:23]=[CH:22][CH:21]=1)=[O:19].C([O-])([O-])=O.[K+].[K+]. The catalyst is CC(C)=O. The product is [ClH:16].[ClH:1].[CH2:3]([N:10]1[CH2:15][CH2:14][N:13]([CH2:17][C:18]([C:20]2[CH:25]=[CH:24][CH:23]=[CH:22][CH:21]=2)=[O:19])[CH2:12][CH2:11]1)[C:4]1[CH:5]=[CH:6][CH:7]=[CH:8][CH:9]=1. The yield is 0.670.